Task: Predict the product of the given reaction.. Dataset: Forward reaction prediction with 1.9M reactions from USPTO patents (1976-2016) Given the reactants [C:12]([O:11][C:9](O[C:9]([O:11][C:12]([CH3:15])([CH3:14])[CH3:13])=[O:10])=[O:10])([CH3:15])([CH3:14])[CH3:13].[NH:16]1[CH2:20][CH:19]=[CH:18][CH2:17]1, predict the reaction product. The product is: [C:12]([O:11][C:9]([N:16]1[CH2:20][CH:19]=[CH:18][CH2:17]1)=[O:10])([CH3:13])([CH3:14])[CH3:15].